From a dataset of Catalyst prediction with 721,799 reactions and 888 catalyst types from USPTO. Predict which catalyst facilitates the given reaction. (1) The catalyst class is: 6. Reactant: Cl[C:2]1[C:11]2[C:6](=[CH:7][CH:8]=[CH:9][CH:10]=2)[N:5]=[CH:4][C:3]=1[N+:12]([O-:14])=[O:13].[NH2:15][CH2:16][C:17]1([OH:23])[CH2:22][CH2:21][O:20][CH2:19][CH2:18]1. Product: [N+:12]([C:3]1[CH:4]=[N:5][C:6]2[C:11]([C:2]=1[NH:15][CH2:16][C:17]1([OH:23])[CH2:22][CH2:21][O:20][CH2:19][CH2:18]1)=[CH:10][CH:9]=[CH:8][CH:7]=2)([O-:14])=[O:13]. (2) Reactant: [PH:1]([O:7][Si](C)(C)C)[O:2][Si](C)(C)C.[PH2]([O-])=O.[NH4+].[C:16]([O:20][C:21]([NH:23][C:24]1[N:29]=[CH:28][C:27]([CH2:30][C:31](=[CH2:37])[C:32]([O:34][CH2:35][CH3:36])=[O:33])=[CH:26][CH:25]=1)=[O:22])([CH3:19])([CH3:18])[CH3:17].CO. Product: [C:16]([O:20][C:21]([NH:23][C:24]1[N:29]=[CH:28][C:27]([CH2:30][CH:31]([C:32]([O:34][CH2:35][CH3:36])=[O:33])[CH2:37][PH:1](=[O:7])[OH:2])=[CH:26][CH:25]=1)=[O:22])([CH3:19])([CH3:17])[CH3:18]. The catalyst class is: 34. (3) Reactant: [Cl-].[CH3:2][O:3]C[P+](C1C=CC=CC=1)(C1C=CC=CC=1)C1C=CC=CC=1.CC(C)([O-])C.[K+].[CH:30]([C:32]1[CH:41]=[CH:40][CH:39]=[C:38]([N+:42]([O-:44])=[O:43])[C:33]=1[C:34]([O:36][CH3:37])=[O:35])=O. Product: [N+:42]([C:38]1[CH:39]=[CH:40][CH:41]=[C:32]([CH2:30][CH:2]=[O:3])[C:33]=1[C:34]([O:36][CH3:37])=[O:35])([O-:44])=[O:43]. The catalyst class is: 1. (4) Reactant: [N+:1]([C:4]1[CH:9]=[CH:8][CH:7]=[CH:6][C:5]=1[S:10](Cl)(=[O:12])=[O:11])([O-:3])=[O:2].[NH2:14][CH2:15][C@@H:16]([NH:25][C:26]1[CH:31]=[CH:30][C:29]([C:32]#[N:33])=[C:28]([Cl:34])[CH:27]=1)[CH2:17][C:18]([O:20][C:21]([CH3:24])([CH3:23])[CH3:22])=[O:19].CCN(CC)CC. Product: [Cl:34][C:28]1[CH:27]=[C:26]([NH:25][C@H:16]([CH2:15][NH:14][S:10]([C:5]2[CH:6]=[CH:7][CH:8]=[CH:9][C:4]=2[N+:1]([O-:3])=[O:2])(=[O:12])=[O:11])[CH2:17][C:18]([O:20][C:21]([CH3:22])([CH3:24])[CH3:23])=[O:19])[CH:31]=[CH:30][C:29]=1[C:32]#[N:33]. The catalyst class is: 2. (5) Reactant: [CH3:1][NH2:2].[F:3][C:4]1[CH:26]=[CH:25][C:7]([CH2:8][N:9]2[CH2:14][CH2:13][N:12]3[CH:15]=[C:16]([C:19]([O:21]CC)=O)[C:17]([OH:18])=[C:11]3[C:10]2=[O:24])=[CH:6][CH:5]=1.[Cl-].[Al+3].[Cl-].[Cl-]. Product: [F:3][C:4]1[CH:26]=[CH:25][C:7]([CH2:8][N:9]2[CH2:14][CH2:13][N:12]3[CH:15]=[C:16]([C:19]([NH:2][CH3:1])=[O:21])[C:17]([OH:18])=[C:11]3[C:10]2=[O:24])=[CH:6][CH:5]=1. The catalyst class is: 22.